From a dataset of Reaction yield outcomes from USPTO patents with 853,638 reactions. Predict the reaction yield, written as a fraction of the theoretical maximum amount of product (1.0 means a 100% yield; for example, 0.34 means a 34% yield). (1) The reactants are [CH2:1]([O:23][C:24]1[CH:25]=[C:26]([CH:29]=[C:30]([O:32][CH2:33][CH2:34][CH2:35][CH2:36][CH2:37][CH2:38][CH2:39][CH2:40][CH2:41][CH2:42][CH2:43][CH2:44][CH2:45][CH2:46][CH2:47][CH2:48][CH2:49][CH2:50][CH2:51][CH2:52][CH2:53][CH3:54])[CH:31]=1)[CH2:27]Cl)[CH2:2][CH2:3][CH2:4][CH2:5][CH2:6][CH2:7][CH2:8][CH2:9][CH2:10][CH2:11][CH2:12][CH2:13][CH2:14][CH2:15][CH2:16][CH2:17][CH2:18][CH2:19][CH2:20][CH2:21][CH3:22].O[C:56]1[CH:63]=[C:62]([O:64][CH3:65])[CH:61]=[CH:60][C:57]=1[CH:58]=[O:59].C(=O)([O-])[O-].[K+].[K+]. The catalyst is CN(C=O)C. The product is [CH2:1]([O:23][C:24]1[CH:25]=[C:26]([CH:29]=[C:30]([O:32][CH2:33][CH2:34][CH2:35][CH2:36][CH2:37][CH2:38][CH2:39][CH2:40][CH2:41][CH2:42][CH2:43][CH2:44][CH2:45][CH2:46][CH2:47][CH2:48][CH2:49][CH2:50][CH2:51][CH2:52][CH2:53][CH3:54])[CH:31]=1)[CH2:27][C:56]1[CH:63]=[C:62]([O:64][CH3:65])[CH:61]=[CH:60][C:57]=1[CH:58]=[O:59])[CH2:2][CH2:3][CH2:4][CH2:5][CH2:6][CH2:7][CH2:8][CH2:9][CH2:10][CH2:11][CH2:12][CH2:13][CH2:14][CH2:15][CH2:16][CH2:17][CH2:18][CH2:19][CH2:20][CH2:21][CH3:22]. The yield is 0.970. (2) The reactants are [N+:1]([C:4]1[CH:12]=[CH:11][CH:10]=[C:6]([C:7]([OH:9])=[O:8])[C:5]=1[C:13]([OH:15])=[O:14])([O-])=O.[H][H]. The catalyst is [Pd].C(O)C. The product is [NH2:1][C:4]1[CH:12]=[CH:11][CH:10]=[C:6]([C:7]([OH:9])=[O:8])[C:5]=1[C:13]([OH:15])=[O:14]. The yield is 0.840. (3) The reactants are [CH2:1]([O:8][C:9]([NH:11][C:12]1[CH:29]=[CH:28][C:15]([O:16][C:17]2[CH:22]=[CH:21][N:20]=[C:19]([C:23]([O:25]CC)=[O:24])[CH:18]=2)=[CH:14][C:13]=1[F:30])=[O:10])[C:2]1[CH:7]=[CH:6][CH:5]=[CH:4][CH:3]=1.[OH-].[Li+].Cl. The catalyst is C(O)C.O. The product is [CH2:1]([O:8][C:9]([NH:11][C:12]1[CH:29]=[CH:28][C:15]([O:16][C:17]2[CH:22]=[CH:21][N:20]=[C:19]([C:23]([OH:25])=[O:24])[CH:18]=2)=[CH:14][C:13]=1[F:30])=[O:10])[C:2]1[CH:3]=[CH:4][CH:5]=[CH:6][CH:7]=1. The yield is 0.720.